From a dataset of Catalyst prediction with 721,799 reactions and 888 catalyst types from USPTO. Predict which catalyst facilitates the given reaction. (1) Reactant: [CH3:1][O:2][C:3]1[CH:29]=[C:28]([O:30][CH3:31])[CH:27]=[CH:26][C:4]=1[CH2:5][N:6]1[CH2:12][CH2:11][C:10]([F:14])([F:13])[CH2:9][C@@H:8]([NH:15][S:16]([C:19]2[S:20][C:21]([Cl:24])=[CH:22][CH:23]=2)(=[O:18])=[O:17])[C:7]1=[O:25].[CH3:32][O:33][C:34]1[N:39]=[CH:38][C:37]([CH2:40]O)=[CH:36][CH:35]=1.C1(P(C2C=CC=CC=2)C2C=CC=CC=2)C=CC=CC=1.N(C(OC(C)C)=O)=NC(OC(C)C)=O. Product: [CH3:1][O:2][C:3]1[CH:29]=[C:28]([O:30][CH3:31])[CH:27]=[CH:26][C:4]=1[CH2:5][N:6]1[CH2:12][CH2:11][C:10]([F:13])([F:14])[CH2:9][C@@H:8]([N:15]([CH2:40][C:37]2[CH:38]=[N:39][C:34]([O:33][CH3:32])=[CH:35][CH:36]=2)[S:16]([C:19]2[S:20][C:21]([Cl:24])=[CH:22][CH:23]=2)(=[O:17])=[O:18])[C:7]1=[O:25]. The catalyst class is: 1. (2) Reactant: [CH3:1][S:2](Cl)(=[O:4])=[O:3].[Br:6][C:7]1[CH:13]=[CH:12][C:10]([NH2:11])=[C:9]([CH2:14][CH3:15])[CH:8]=1.N1C=CC=CC=1. Product: [Br:6][C:7]1[CH:13]=[CH:12][C:10]([NH:11][S:2]([CH3:1])(=[O:4])=[O:3])=[C:9]([CH2:14][CH3:15])[CH:8]=1. The catalyst class is: 4. (3) Reactant: [CH:1]([O:4][C:5]1[CH:6]=[C:7]([CH:18]=[CH:19][CH:20]=1)[CH2:8][N:9]1[CH2:14][CH2:13][C:12](=O)[CH2:11][CH:10]1[CH:16]=[CH2:17])([CH3:3])[CH3:2].[CH:21]1([N+:27]#[C-:28])[CH2:26][CH2:25][CH2:24][CH2:23][CH2:22]1.[O-:29][C:30]#[N:31].[K+].Cl.[F:34][C:35]1[CH:36]=[C:37]([CH:39]=[CH:40][CH:41]=1)[NH2:38]. Product: [CH:21]1([NH:27][C:28]2[C@:12]3([CH2:13][CH2:14][N:9]([CH2:8][C:7]4[CH:18]=[CH:19][CH:20]=[C:5]([O:4][CH:1]([CH3:3])[CH3:2])[CH:6]=4)[C@@H:10]([CH:16]=[CH2:17])[CH2:11]3)[N:38]([C:37]3[CH:39]=[CH:40][CH:41]=[C:35]([F:34])[CH:36]=3)[C:30](=[O:29])[N:31]=2)[CH2:26][CH2:25][CH2:24][CH2:23][CH2:22]1. The catalyst class is: 24. (4) Reactant: Br[C:2]1[CH:3]=[C:4]([CH:8]2[O:12][CH2:11][CH2:10][O:9]2)[CH:5]=[CH:6][CH:7]=1.[Mg].O1CCOC1.[F:19][C:20]([F:30])([F:29])[C:21]1[CH:22]=[C:23]([CH:26]=[CH:27][CH:28]=1)[CH:24]=[O:25].[NH4+].[Cl-]. Product: [O:9]1[CH2:10][CH2:11][O:12][CH:8]1[C:4]1[CH:3]=[C:2]([CH:24]([C:23]2[CH:26]=[CH:27][CH:28]=[C:21]([C:20]([F:19])([F:29])[F:30])[CH:22]=2)[OH:25])[CH:7]=[CH:6][CH:5]=1. The catalyst class is: 1. (5) Reactant: [Cl:1][C:2]1[N:7]=[CH:6][C:5]2[CH:8]=[N:9][NH:10][C:4]=2[CH:3]=1.CCN(C(C)C)C(C)C.[CH3:20][Si:21]([CH2:24][CH2:25][O:26][CH2:27]Cl)([CH3:23])[CH3:22]. Product: [Cl:1][C:2]1[N:7]=[CH:6][C:5]2[CH:8]=[N:9][N:10]([CH2:27][O:26][CH2:25][CH2:24][Si:21]([CH3:23])([CH3:22])[CH3:20])[C:4]=2[CH:3]=1. The catalyst class is: 2. (6) Reactant: [CH3:1][NH:2][C:3]1[CH:8]=[CH:7][C:6]([S:9][C:10]([F:13])([F:12])[F:11])=[CH:5][N:4]=1.C(Cl)(Cl)Cl.[Br:18]N1C(=O)CCC1=O. Product: [Br:18][C:8]1[C:3]([NH:2][CH3:1])=[N:4][CH:5]=[C:6]([S:9][C:10]([F:11])([F:13])[F:12])[CH:7]=1. The catalyst class is: 6. (7) Reactant: [O:1]=[C:2]1[C:6]([C:7]([O:9][CH2:10][CH3:11])=[O:8])=[CH:5][NH:4][N:3]1[C:12]1[CH:17]=[CH:16][CH:15]=[CH:14][CH:13]=1.F[C:19](F)(F)S(OC)(=O)=O. Product: [CH3:19][N:4]1[CH:5]=[C:6]([C:7]([O:9][CH2:10][CH3:11])=[O:8])[C:2](=[O:1])[N:3]1[C:12]1[CH:17]=[CH:16][CH:15]=[CH:14][CH:13]=1. The catalyst class is: 4.